This data is from KCNQ2 potassium channel screen with 302,405 compounds. The task is: Binary Classification. Given a drug SMILES string, predict its activity (active/inactive) in a high-throughput screening assay against a specified biological target. (1) The compound is BrC1C2(C(C1(CC2)C(=O)Nc1c2c(ccc1)cccc2)(C)C)C. The result is 1 (active). (2) The compound is S(\C(Nc1ccccc1)=C1\C(=O)COC1=O)CC. The result is 0 (inactive). (3) The molecule is S=c1oc(n[nH]1)C(C1CCCCC1)c1ccccc1. The result is 0 (inactive). (4) The compound is O1C(CCC1)Cn1c2nc3n(c(=O)c2cc(c1=N)C(=O)NCc1cccnc1)cccc3C. The result is 0 (inactive).